Task: Predict the reaction yield, written as a fraction of the theoretical maximum amount of product (1.0 means a 100% yield; for example, 0.34 means a 34% yield).. Dataset: Reaction yield outcomes from USPTO patents with 853,638 reactions (1) The catalyst is CC#N. The yield is 0.850. The reactants are Cl[C:2]1[CH:7]=[CH:6][C:5]([S:8]([NH:11][C:12]2[CH:17]=[CH:16][CH:15]=[C:14]([Cl:18])[CH:13]=2)(=[O:10])=[O:9])=[CH:4][C:3]=1[N+:19]([O-:21])=[O:20].[CH3:22][N:23]1[CH2:28][CH2:27][NH:26][CH2:25][CH2:24]1.C([O-])([O-])=O.[K+].[K+]. The product is [Cl:18][C:14]1[CH:13]=[C:12]([NH:11][S:8]([C:5]2[CH:6]=[CH:7][C:2]([N:26]3[CH2:27][CH2:28][N:23]([CH3:22])[CH2:24][CH2:25]3)=[C:3]([N+:19]([O-:21])=[O:20])[CH:4]=2)(=[O:10])=[O:9])[CH:17]=[CH:16][CH:15]=1. (2) The reactants are [F:1][C:2]([F:23])([C:16]1[CH:21]=[CH:20][C:19]([F:22])=[CH:18][N:17]=1)[C:3]1[N:12]=[C:11](SC)[C:10]2[C:5](=[CH:6][C:7]([CH3:15])=[CH:8][CH:9]=2)[N:4]=1.ClC1C=C(C=CC=1)C(OO)=O.[CH3:35][C:36]1[NH:40][N:39]=[C:38]([NH2:41])[CH:37]=1. The catalyst is C(Cl)Cl.C1COCC1. The product is [F:1][C:2]([F:23])([C:16]1[CH:21]=[CH:20][C:19]([F:22])=[CH:18][N:17]=1)[C:3]1[N:12]=[C:11]([NH:41][C:38]2[CH:37]=[C:36]([CH3:35])[NH:40][N:39]=2)[C:10]2[C:5](=[CH:6][C:7]([CH3:15])=[CH:8][CH:9]=2)[N:4]=1. The yield is 0.360. (3) The reactants are [C:1]([O:4][CH2:5][C:6]1[C:11]([N:12]2[CH2:24][CH2:23][N:15]3[C:16]4[CH2:17][CH2:18][CH2:19][CH2:20][C:21]=4[CH:22]=[C:14]3[C:13]2=[O:25])=[CH:10][C:9]([F:26])=[CH:8][C:7]=1B1OC(C)(C)C(C)(C)O1)(=[O:3])[CH3:2].Br[C:37]1[CH:38]=[C:39]([NH:45][C:46]2[CH:51]=[CH:50][C:49]([N:52]3[CH2:59][CH:58]4[CH:54]([CH2:55][N:56]([CH3:60])[CH2:57]4)[CH2:53]3)=[CH:48][N:47]=2)[C:40](=[O:44])[N:41]([CH3:43])[CH:42]=1. No catalyst specified. The product is [C:1]([O:4][CH2:5][C:6]1[C:11]([N:12]2[CH2:24][CH2:23][N:15]3[C:16]4[CH2:17][CH2:18][CH2:19][CH2:20][C:21]=4[CH:22]=[C:14]3[C:13]2=[O:25])=[CH:10][C:9]([F:26])=[CH:8][C:7]=1[C:37]1[CH:38]=[C:39]([NH:45][C:46]2[CH:51]=[CH:50][C:49]([N:52]3[CH2:59][CH:58]4[CH:54]([CH2:55][N:56]([CH3:60])[CH2:57]4)[CH2:53]3)=[CH:48][N:47]=2)[C:40](=[O:44])[N:41]([CH3:43])[CH:42]=1)(=[O:3])[CH3:2]. The yield is 0.510. (4) The reactants are [C:1]([O:5][C:6]([N:8]1[CH2:13][CH2:12][CH:11]([C:14]([OH:16])=O)[CH2:10][CH2:9]1)=[O:7])([CH3:4])([CH3:3])[CH3:2].[CH3:17][N:18](C(ON1N=NC2C=CC=NC1=2)=[N+](C)C)[CH3:19].F[P-](F)(F)(F)(F)F.Cl.CNC. The catalyst is C(Cl)Cl.O. The product is [C:1]([O:5][C:6]([N:8]1[CH2:13][CH2:12][CH:11]([C:14](=[O:16])[N:18]([CH3:19])[CH3:17])[CH2:10][CH2:9]1)=[O:7])([CH3:4])([CH3:3])[CH3:2]. The yield is 0.850. (5) The reactants are [CH2:1]([O:3][C:4](=[O:16])[C:5]1[CH:15]=[CH:14][CH:13]=[C:7]([C:8](OCC)=[O:9])[CH:6]=1)[CH3:2].[BH4-].[Li+].O. The catalyst is O1CCCC1. The product is [CH2:1]([O:3][C:4](=[O:16])[C:5]1[CH:15]=[CH:14][CH:13]=[C:7]([CH2:8][OH:9])[CH:6]=1)[CH3:2]. The yield is 0.771.